This data is from Catalyst prediction with 721,799 reactions and 888 catalyst types from USPTO. The task is: Predict which catalyst facilitates the given reaction. (1) Reactant: [CH3:1][O:2][C:3]1[CH:4]=[C:5]([CH:17]=[C:18]([O:21][CH3:22])[C:19]=1[CH3:20])[C:6]([NH:8][C:9]1[CH:14]=[CH:13][CH:12]=[CH:11][C:10]=1[O:15]C)=O.O.C1(C)C=CC(S(O)(=O)=O)=CC=1. Product: [CH3:22][O:21][C:18]1[CH:17]=[C:5]([C:6]2[O:15][C:10]3[CH:11]=[CH:12][CH:13]=[CH:14][C:9]=3[N:8]=2)[CH:4]=[C:3]([O:2][CH3:1])[C:19]=1[CH3:20]. The catalyst class is: 11. (2) Reactant: [F:1][C:2]1[CH:3]=[C:4]([C:9]2[CH:10]=[C:11]([CH3:27])[C:12]([CH3:26])=[C:13]([CH2:15][NH:16][C:17]3[C:18]([F:25])=[C:19]([OH:24])[CH:20]=[CH:21][C:22]=3[F:23])[CH:14]=2)[CH:5]=[C:6]([F:8])[CH:7]=1.C([O-])([O-])=O.[Cs+].[Cs+].Br[CH2:35][C:36]([O:38][CH:39]([CH3:41])[CH3:40])=[O:37]. Product: [F:1][C:2]1[CH:3]=[C:4]([C:9]2[CH:10]=[C:11]([CH3:27])[C:12]([CH3:26])=[C:13]([CH2:15][NH:16][C:17]3[C:18]([F:25])=[C:19]([CH:20]=[CH:21][C:22]=3[F:23])[O:24][CH2:35][C:36]([O:38][CH:39]([CH3:41])[CH3:40])=[O:37])[CH:14]=2)[CH:5]=[C:6]([F:8])[CH:7]=1. The catalyst class is: 18. (3) Reactant: C[O:2][C:3]1[CH:16]=[C:15]2[C:6]([N:7]3[C:12]([CH2:13][O:14]2)=[N:11][NH:10][C:9](=[O:17])[CH:8]3[CH3:18])=[CH:5][C:4]=1[N+:19]([O-:21])=[O:20].NC1C=CC(OC)=CC=1O.[Cl-].[Li+]. Product: [OH:2][C:3]1[CH:16]=[C:15]2[C:6]([N:7]3[C:12]([CH2:13][O:14]2)=[N:11][NH:10][C:9](=[O:17])[CH:8]3[CH3:18])=[CH:5][C:4]=1[N+:19]([O-:21])=[O:20]. The catalyst class is: 3. (4) Reactant: C([O:8][CH2:9][CH2:10][C:11]([F:38])([F:37])[CH2:12][CH2:13][S:14]([CH:17]([C:28]1[C:33]([F:34])=[CH:32][CH:31]=[C:30]([F:35])[C:29]=1[F:36])[C:18]1[C:19]([CH3:27])=[CH:20][C:21]([C:24]([NH2:26])=[O:25])=[N:22][CH:23]=1)(=[O:16])=[O:15])C1C=CC=CC=1. Product: [F:38][C:11]([F:37])([CH2:10][CH2:9][OH:8])[CH2:12][CH2:13][S:14]([CH:17]([C:28]1[C:33]([F:34])=[CH:32][CH:31]=[C:30]([F:35])[C:29]=1[F:36])[C:18]1[C:19]([CH3:27])=[CH:20][C:21]([C:24]([NH2:26])=[O:25])=[N:22][CH:23]=1)(=[O:16])=[O:15]. The catalyst class is: 349. (5) The catalyst class is: 127. Reactant: C[O:2][C:3]([C:5]1[CH:10]=[CH:9][CH:8]=[C:7]([CH2:11][O:12][C:13]2[CH:18]=[CH:17][C:16](I)=[CH:15][CH:14]=2)[N:6]=1)=[O:4].C(=O)([O-])[O-].[K+].[K+].[CH3:26][O:27][CH2:28][C:29]1[CH:34]=[CH:33][CH:32]=[CH:31][C:30]=1B(O)O.[OH-].[K+]. Product: [CH3:26][O:27][CH2:28][C:29]1[CH:34]=[CH:33][CH:32]=[CH:31][C:30]=1[C:16]1[CH:17]=[CH:18][C:13]([O:12][CH2:11][C:7]2[N:6]=[C:5]([C:3]([OH:2])=[O:4])[CH:10]=[CH:9][CH:8]=2)=[CH:14][CH:15]=1. (6) Reactant: CC1(C)C2C(=CC(N[C:13](=[O:31])[C:14]3[CH:19]=[CH:18][CH:17]=[CH:16][C:15]=3[NH:20][CH:21]([C:23]3[CH:28]=[CH:27][N:26]=[C:25]([NH:29][CH3:30])[N:24]=3)[CH3:22])=CC=2)CN(C(OC(C)(C)C)=O)C1.C(O)(=[O:48])C1C(=CC=CC=1)N.CC1C=CC(S(O)(=O)=O)=CC=1.[BH4-].[Na+]. Product: [CH3:30][NH:29][C:25]1[N:24]=[C:23]([CH:21]([NH:20][C:15]2[CH:16]=[CH:17][CH:18]=[CH:19][C:14]=2[C:13]([OH:31])=[O:48])[CH3:22])[CH:28]=[CH:27][N:26]=1. The catalyst class is: 11. (7) Reactant: [CH3:1][C:2]1[CH:7]=[CH:6][C:5]([N+:8]([O-])=O)=[CH:4][C:3]=1[N:11]1[CH2:20][CH2:19][C:14]2([O:18][CH2:17][CH2:16][O:15]2)[CH2:13][CH2:12]1.C1COCC1. Product: [O:15]1[C:14]2([CH2:19][CH2:20][N:11]([C:3]3[CH:4]=[C:5]([NH2:8])[CH:6]=[CH:7][C:2]=3[CH3:1])[CH2:12][CH2:13]2)[O:18][CH2:17][CH2:16]1. The catalyst class is: 43. (8) Reactant: [Cl:1][C:2]1[CH:3]=[N:4][CH:5]=[C:6]([Cl:10])[C:7]=1[CH:8]=O.[Cl:11][C:12]1[CH:17]=[C:16]([Cl:18])[CH:15]=[C:14]([Cl:19])[CH:13]=1.FC(F)(F)S(O)(=O)=O.C(=O)([O-])O.[Na+]. Product: [Cl:1][C:2]1[CH:3]=[N:4][CH:5]=[C:6]([Cl:10])[C:7]=1[CH:8]([C:13]1[C:12]([Cl:11])=[CH:17][C:16]([Cl:18])=[CH:15][C:14]=1[Cl:19])[C:17]1[C:12]([Cl:11])=[CH:13][C:14]([Cl:19])=[CH:15][C:16]=1[Cl:18]. The catalyst class is: 4. (9) Reactant: [CH3:1][C:2]1[CH:9]=[CH:8][C:5]([C:6]#[N:7])=[CH:4][N:3]=1.[Br:10]N1C(=O)CCC1=O. Product: [Br:10][CH2:1][C:2]1[CH:9]=[CH:8][C:5]([C:6]#[N:7])=[CH:4][N:3]=1. The catalyst class is: 53. (10) Reactant: [Cl:1][C:2]1[C:10]([O:11][CH2:12][CH2:13][CH2:14]Cl)=[CH:9][C:8]([C:16]2[N:17]([C:32]([O:34][C:35]([CH3:38])([CH3:37])[CH3:36])=[O:33])[C:18]3[C:23]([CH:24]=2)=[CH:22][C:21]([CH2:25][N:26]2[CH2:31][CH2:30][CH2:29][CH2:28][CH2:27]2)=[CH:20][CH:19]=3)=[C:7]2[C:3]=1[CH2:4][NH:5][C:6]2=[O:39].[NH:40]1[CH2:45][CH2:44][CH:43]([CH2:46][OH:47])[CH2:42][CH2:41]1.O. Product: [Cl:1][C:2]1[C:10]([O:11][CH2:12][CH2:13][CH2:14][N:40]2[CH2:45][CH2:44][CH:43]([CH2:46][OH:47])[CH2:42][CH2:41]2)=[CH:9][C:8]([C:16]2[N:17]([C:32]([O:34][C:35]([CH3:38])([CH3:37])[CH3:36])=[O:33])[C:18]3[C:23]([CH:24]=2)=[CH:22][C:21]([CH2:25][N:26]2[CH2:27][CH2:28][CH2:29][CH2:30][CH2:31]2)=[CH:20][CH:19]=3)=[C:7]2[C:3]=1[CH2:4][NH:5][C:6]2=[O:39]. The catalyst class is: 80.